From a dataset of Peptide-MHC class II binding affinity with 134,281 pairs from IEDB. Regression. Given a peptide amino acid sequence and an MHC pseudo amino acid sequence, predict their binding affinity value. This is MHC class II binding data. The peptide sequence is YQPAAMRRLSLILLA. The MHC is DRB1_1101 with pseudo-sequence DRB1_1101. The binding affinity (normalized) is 0.566.